From a dataset of Catalyst prediction with 721,799 reactions and 888 catalyst types from USPTO. Predict which catalyst facilitates the given reaction. (1) Reactant: [O:1]=[C:2]1[CH:7]=[CH:6][N:5]([C:8]2[CH:13]=[CH:12][CH:11]=[C:10]([C:14]([F:17])([F:16])[F:15])[CH:9]=2)[N:4]=[C:3]1[CH:18]=[O:19].[CH2:20]=[N:21][CH:22](S(C1C=CC(C)=CC=1)(=O)=O)[C:23]1[CH:28]=[CH:27][CH:26]=[CH:25][CH:24]=1.C([O-])([O-])=O.[K+].[K+]. Product: [C:23]1([C:22]2[N:21]=[CH:20][O:19][C:18]=2[C:3]2[C:2](=[O:1])[CH:7]=[CH:6][N:5]([C:8]3[CH:13]=[CH:12][CH:11]=[C:10]([C:14]([F:17])([F:16])[F:15])[CH:9]=3)[N:4]=2)[CH:28]=[CH:27][CH:26]=[CH:25][CH:24]=1. The catalyst class is: 144. (2) Reactant: [CH:1]1([CH:4]([N:8]2[CH:12]=[C:11]([C:13]3[N:18]4[CH:19]=[CH:20][N:21]=[C:17]4[CH:16]=[C:15]([C:22]4[CH:23]=[N:24][N:25]([CH3:27])[CH:26]=4)[N:14]=3)[CH:10]=[N:9]2)[CH2:5][CH2:6][OH:7])[CH2:3][CH2:2]1.C(N(CC)CC)C.[CH3:35][S:36](O[S:36]([CH3:35])(=[O:38])=[O:37])(=[O:38])=[O:37]. Product: [CH3:35][S:36]([O:7][CH2:6][CH2:5][CH:4]([CH:1]1[CH2:3][CH2:2]1)[N:8]1[CH:12]=[C:11]([C:13]2[N:18]3[CH:19]=[CH:20][N:21]=[C:17]3[CH:16]=[C:15]([C:22]3[CH:23]=[N:24][N:25]([CH3:27])[CH:26]=3)[N:14]=2)[CH:10]=[N:9]1)(=[O:38])=[O:37]. The catalyst class is: 2. (3) The catalyst class is: 70. Reactant: Br[C:2]1[N:6]2[N:7]=[C:8]([Cl:11])[CH:9]=[CH:10][C:5]2=[N:4][CH:3]=1.[F:12][C:13]([F:25])([F:24])[O:14][C:15]1[CH:16]=[C:17](B(O)O)[CH:18]=[CH:19][CH:20]=1.C([O-])([O-])=O.[K+].[K+]. Product: [Cl:11][C:8]1[CH:9]=[CH:10][C:5]2[N:6]([C:2]([C:17]3[CH:18]=[CH:19][CH:20]=[C:15]([O:14][C:13]([F:12])([F:24])[F:25])[CH:16]=3)=[CH:3][N:4]=2)[N:7]=1. (4) Reactant: [CH2:1]([C:5]1[CH:13]=[CH:12][C:8]([C:9]([OH:11])=O)=[CH:7][CH:6]=1)[CH:2]([CH3:4])[CH3:3].ON1C2C=CC=CC=2N=N1.Cl.C(N=C=NCCCN(C)C)C.[Si]([O:43][CH:44]1[C:49]2[CH:50]=[C:51]([C:53](=[N:55]O)[NH2:54])[O:52][C:48]=2[CH2:47][CH2:46][CH2:45]1)(C(C)(C)C)(C)C.[F-].C([N+](CCCC)(CCCC)CCCC)CCC. Product: [CH2:1]([C:5]1[CH:6]=[CH:7][C:8]([C:9]2[O:11][N:55]=[C:53]([C:51]3[O:52][C:48]4[CH2:47][CH2:46][CH2:45][CH:44]([OH:43])[C:49]=4[CH:50]=3)[N:54]=2)=[CH:12][CH:13]=1)[CH:2]([CH3:3])[CH3:4]. The catalyst class is: 7. (5) The catalyst class is: 89. Product: [F:35][C:31]1[CH:30]=[C:29]2[C:34]([C:26]([C:24]3[CH:23]=[CH:22][C:20]4[N:21]=[C:17]([CH2:16][NH2:8])[O:18][C:19]=4[CH:25]=3)=[CH:27][NH:28]2)=[CH:33][CH:32]=1. Reactant: C(OC([N:8]([CH2:16][C:17]1[O:18][C:19]2[CH:25]=[C:24]([C:26]3[C:34]4[C:29](=[CH:30][C:31]([F:35])=[CH:32][CH:33]=4)[NH:28][CH:27]=3)[CH:23]=[CH:22][C:20]=2[N:21]=1)C(=O)OC(C)(C)C)=O)(C)(C)C. (6) Reactant: [Cl:1][C:2]1[CH:7]=[CH:6][C:5]([C:8]2([C:12]([N:14]3[CH2:20][CH2:19][CH2:18][CH2:17][CH:16]([CH2:21][OH:22])[CH2:15]3)=[O:13])[CH2:11][CH2:10][CH2:9]2)=[CH:4][CH:3]=1.C1(P(C2C=CC=CC=2)C2C=CC=CC=2)C=CC=CC=1.[F:42][C:43]([F:52])([F:51])[C:44]1[CH:49]=[CH:48][C:47](O)=[CH:46][CH:45]=1.N(C(OCC)=O)=NC(OCC)=O.[OH-].[Na+]. Product: [Cl:1][C:2]1[CH:3]=[CH:4][C:5]([C:8]2([C:12]([N:14]3[CH2:20][CH2:19][CH2:18][CH2:17][CH:16]([CH2:21][O:22][C:47]4[CH:48]=[CH:49][C:44]([C:43]([F:52])([F:51])[F:42])=[CH:45][CH:46]=4)[CH2:15]3)=[O:13])[CH2:11][CH2:10][CH2:9]2)=[CH:6][CH:7]=1. The catalyst class is: 54. (7) Reactant: [CH:1]([CH:4]1[CH:8]2[CH:9]3[CH:14]([CH:5]1[CH2:6][CH2:7]2)[CH2:13][CH2:12][CH2:11][CH:10]3[NH2:15])([CH3:3])[CH3:2].C(=O)([O-])[O-].[K+].[K+].[F:22][CH:23]([F:34])[C:24]1[C:28]([C:29](Cl)=[O:30])=[C:27]([F:32])[N:26]([CH3:33])[N:25]=1. Product: [F:34][CH:23]([F:22])[C:24]1[C:28]([C:29]([NH:15][CH:10]2[CH2:11][CH2:12][CH2:13][CH:14]3[CH:9]2[CH:8]2[CH:4]([CH:1]([CH3:3])[CH3:2])[CH:5]3[CH2:6][CH2:7]2)=[O:30])=[C:27]([F:32])[N:26]([CH3:33])[N:25]=1. The catalyst class is: 10. (8) Reactant: [OH:1][C:2]1[CH:7]=[CH:6][C:5]([CH2:8][C:9]([O:11][CH3:12])=[O:10])=[CH:4][CH:3]=1.N1C=NN=N1.C(N(CC)[P:21]([O:27][C:28]([CH3:31])([CH3:30])[CH3:29])[O:22][C:23]([CH3:26])([CH3:25])[CH3:24])C.[OH:34]O. Product: [C:28]([O:27][P:21]([O:1][C:2]1[CH:3]=[CH:4][C:5]([CH2:8][C:9]([O:11][CH3:12])=[O:10])=[CH:6][CH:7]=1)([O:22][C:23]([CH3:24])([CH3:25])[CH3:26])=[O:34])([CH3:29])([CH3:30])[CH3:31]. The catalyst class is: 291. (9) Reactant: Cl[C:2]1[N:7]=[C:6]([NH:8][C@@H:9]2[CH2:14][CH2:13][CH2:12][C@H:11]([OH:15])[CH2:10]2)[C:5]([C:16]#[N:17])=[CH:4][N:3]=1.[OH-].[NH4+].C(O)(C(F)(F)F)=O.C(=O)(O)[O-]. Product: [NH2:17][CH2:16][C:5]1[C:6]([NH:8][C@@H:9]2[CH2:14][CH2:13][CH2:12][C@H:11]([OH:15])[CH2:10]2)=[N:7][CH:2]=[N:3][CH:4]=1. The catalyst class is: 171.